From a dataset of Full USPTO retrosynthesis dataset with 1.9M reactions from patents (1976-2016). Predict the reactants needed to synthesize the given product. (1) Given the product [CH2:19]([O:18][C:16](=[O:17])[CH2:15][O:11][CH2:10][CH2:9][C:5]1[CH:6]=[CH:7][CH:8]=[C:3]([C:2]([F:12])([F:13])[F:1])[CH:4]=1)[CH3:20], predict the reactants needed to synthesize it. The reactants are: [F:1][C:2]([F:13])([F:12])[C:3]1[CH:4]=[C:5]([CH2:9][CH2:10][OH:11])[CH:6]=[CH:7][CH:8]=1.I[CH2:15][C:16]([O:18][CH2:19][CH3:20])=[O:17].C(C1C=CC=C(C(C)(C)C)N=1)(C)(C)C. (2) Given the product [Cl:1][C:2]1[CH:7]=[CH:6][CH:5]=[C:4]([F:8])[C:3]=1[N:9]1[C:10]2[C:15](=[CH:14][C:13]([CH3:16])=[CH:12][CH:11]=2)[CH2:18][C:17]1=[O:20], predict the reactants needed to synthesize it. The reactants are: [Cl:1][C:2]1[CH:7]=[CH:6][CH:5]=[C:4]([F:8])[C:3]=1[N:9]([C:17](=[O:20])[CH2:18]Cl)[C:10]1[CH:15]=[CH:14][C:13]([CH3:16])=[CH:12][CH:11]=1.[Cl-].[Al+3].[Cl-].[Cl-].Cl.O. (3) Given the product [O:1]1[C:5]2[CH:6]=[CH:7][CH:8]=[CH:9][C:4]=2[CH:3]=[C:2]1[C:10]1[N:14]2[N:15]=[C:16]([NH:21][C@H:22]3[CH2:27][CH2:26][CH2:25][CH2:24][C@H:23]3[OH:28])[CH:17]=[CH:18][C:13]2=[N:12][CH:11]=1, predict the reactants needed to synthesize it. The reactants are: [O:1]1[C:5]2[CH:6]=[CH:7][CH:8]=[CH:9][C:4]=2[CH:3]=[C:2]1[C:10]1[N:14]2[N:15]=[C:16](Cl)[CH:17]=[CH:18][C:13]2=[N:12][CH:11]=1.Cl.[NH2:21][C@H:22]1[CH2:27][CH2:26][CH2:25][CH2:24][C@H:23]1[OH:28].C(N(C(C)C)C(C)C)C. (4) Given the product [Cl:1][C:2]1[CH:3]=[CH:4][C:5]([N:8]([C@H:12]2[C:21]3[C:16](=[CH:17][CH:18]=[CH:19][CH:20]=3)[N:15]([C:22](=[O:30])[C:23]3[CH:24]=[CH:25][C:26]([O:29][CH2:39][CH2:40][CH2:41][N:42]4[CH:46]=[CH:45][CH:44]=[N:43]4)=[CH:27][CH:28]=3)[C@@H:14]([CH3:31])[CH2:13]2)[C:9](=[O:11])[CH3:10])=[CH:6][CH:7]=1, predict the reactants needed to synthesize it. The reactants are: [Cl:1][C:2]1[CH:7]=[CH:6][C:5]([N:8]([C@H:12]2[C:21]3[C:16](=[CH:17][CH:18]=[CH:19][CH:20]=3)[N:15]([C:22](=[O:30])[C:23]3[CH:28]=[CH:27][C:26]([OH:29])=[CH:25][CH:24]=3)[C@@H:14]([CH3:31])[CH2:13]2)[C:9](=[O:11])[CH3:10])=[CH:4][CH:3]=1.C([O-])([O-])=O.[K+].[K+].Br[CH2:39][CH2:40][CH2:41][N:42]1[CH:46]=[CH:45][CH:44]=[N:43]1.BrCCCBr.N1C=CC=N1.[H-].[Na+]. (5) Given the product [F:1][C:2]1[CH:8]=[C:7]([F:9])[CH:6]=[CH:5][C:3]=1[NH:4][C:16]1[CH:21]=[CH:20][CH:19]=[CH:18][C:17]=1[N+:22]([O-:24])=[O:23], predict the reactants needed to synthesize it. The reactants are: [F:1][C:2]1[CH:8]=[C:7]([F:9])[CH:6]=[CH:5][C:3]=1[NH2:4].C([Li])CCC.F[C:16]1[CH:21]=[CH:20][CH:19]=[CH:18][C:17]=1[N+:22]([O-:24])=[O:23]. (6) Given the product [CH3:1][O:2][C:3]([C:5]1[CH:14]=[CH:13][C:12]2[C:7](=[CH:8][CH:9]=[CH:10][C:11]=2[NH:15][CH:16]2[C:27]3[C:22](=[C:23]([O:29][CH3:30])[C:24]([F:28])=[CH:25][CH:26]=3)[C:19]([CH3:21])([CH3:20])[CH2:18][C:17]2([OH:35])[C:31]([F:32])([F:33])[F:34])[N:6]=1)=[O:4], predict the reactants needed to synthesize it. The reactants are: [CH3:1][O:2][C:3]([C:5]1[CH:14]=[CH:13][C:12]2[C:7](=[CH:8][CH:9]=[CH:10][C:11]=2[N:15]=[CH:16][C:17]([OH:35])([C:31]([F:34])([F:33])[F:32])[CH2:18][C:19]([C:22]2[CH:27]=[CH:26][CH:25]=[C:24]([F:28])[C:23]=2[O:29][CH3:30])([CH3:21])[CH3:20])[N:6]=1)=[O:4].C(=O)(O)[O-].[Na+]. (7) Given the product [CH2:1]([NH:8][CH:9]1[CH2:15][CH2:14][CH2:13][C:12]2[CH:16]=[C:17]([OH:21])[C:18]([Cl:20])=[CH:19][C:11]=2[CH2:10]1)[C:2]1[CH:3]=[CH:4][CH:5]=[CH:6][CH:7]=1, predict the reactants needed to synthesize it. The reactants are: [CH2:1]([N:8](C(OC(C)(C)C)=O)[CH:9]1[CH2:15][CH2:14][CH2:13][C:12]2[CH:16]=[C:17]([OH:21])[C:18]([Cl:20])=[CH:19][C:11]=2[CH2:10]1)[C:2]1[CH:7]=[CH:6][CH:5]=[CH:4][CH:3]=1.Cl. (8) Given the product [F:24][C:25]([F:36])([F:35])[C:26]([NH:1][C:2]1[CH:7]=[C:6]([O:8][CH3:9])[CH:5]=[CH:4][C:3]=1[S:10](=[O:11])(=[O:12])[NH:13][C:14]1[CH:15]=[CH:16][C:17]2[CH2:21][O:20][B:19]([OH:22])[C:18]=2[CH:23]=1)=[O:27], predict the reactants needed to synthesize it. The reactants are: [NH2:1][C:2]1[CH:7]=[C:6]([O:8][CH3:9])[CH:5]=[CH:4][C:3]=1[S:10]([NH:13][C:14]1[CH:15]=[CH:16][C:17]2[CH2:21][O:20][B:19]([OH:22])[C:18]=2[CH:23]=1)(=[O:12])=[O:11].[F:24][C:25]([F:36])([F:35])[C:26](O[C:26](=[O:27])[C:25]([F:36])([F:35])[F:24])=[O:27].C(OCC)(=O)C.O. (9) Given the product [CH:1]([CH:9]1[C:14](=[O:15])[N:23]([CH:21]2[CH2:22][C:17]([CH3:26])([CH3:16])[NH:18][C:19]([CH3:25])([CH3:24])[CH2:20]2)[C:11](=[O:13])[CH2:10]1)=[CH:2][CH2:3][CH2:4][CH2:5][CH2:6][CH2:7][CH3:8], predict the reactants needed to synthesize it. The reactants are: [CH:1]([CH:9]1[C:14](=[O:15])[O:13][C:11](=O)[CH2:10]1)=[CH:2][CH2:3][CH2:4][CH2:5][CH2:6][CH2:7][CH3:8].[CH3:16][C:17]1([CH3:26])[CH2:22][CH:21]([NH2:23])[CH2:20][C:19]([CH3:25])([CH3:24])[NH:18]1. (10) Given the product [CH2:21]([N:17]1[C:18]2[C:14](=[CH:13][C:12]([C:9]3[CH:10]=[CH:11][C:6]([O:5][CH2:4][C:3]([OH:36])=[O:2])=[CH:7][CH:8]=3)=[CH:20][CH:19]=2)[C:15]([CH2:29][C:30]2[CH:35]=[CH:34][CH:33]=[CH:32][CH:31]=2)=[C:16]1[CH3:28])[C:22]1[CH:23]=[CH:24][CH:25]=[CH:26][CH:27]=1, predict the reactants needed to synthesize it. The reactants are: C[O:2][C:3](=[O:36])[CH2:4][O:5][C:6]1[CH:11]=[CH:10][C:9]([C:12]2[CH:13]=[C:14]3[C:18](=[CH:19][CH:20]=2)[N:17]([CH2:21][C:22]2[CH:27]=[CH:26][CH:25]=[CH:24][CH:23]=2)[C:16]([CH3:28])=[C:15]3[CH2:29][C:30]2[CH:35]=[CH:34][CH:33]=[CH:32][CH:31]=2)=[CH:8][CH:7]=1.[OH-].[K+].